Predict the product of the given reaction. From a dataset of Forward reaction prediction with 1.9M reactions from USPTO patents (1976-2016). (1) Given the reactants CS(O[CH:6]([C:11]1[CH:18]=[CH:17][C:14]([C:15]#[N:16])=[CH:13][CH:12]=1)[CH:7]([CH3:10])[CH2:8][CH3:9])(=O)=O.[H-].[Al+3].[Li+].[H-].[H-].[H-].O.[OH-].[Na+], predict the reaction product. The product is: [CH3:10][CH:7]([CH2:8][CH3:9])[CH2:6][C:11]1[CH:12]=[CH:13][C:14]([CH2:15][NH2:16])=[CH:17][CH:18]=1. (2) Given the reactants [C:1]([OH:4])(=S)[CH3:2].[CH:5]([C:7]1[CH:14]=[CH:13][C:10]([CH:11]=[O:12])=[CH:9][CH:8]=1)=[CH2:6], predict the reaction product. The product is: [CH:10]([C:9]1[CH:8]=[CH:7][CH:5]=[CH:6][C:2]=1[CH:1]=[O:4])=[CH2:11].[CH:5]([C:7]1[CH:14]=[CH:13][C:10]([CH:11]=[O:12])=[CH:9][CH:8]=1)=[CH2:6]. (3) Given the reactants [C:1]([O:4][C:5](=O)[CH3:6])(=O)[CH3:2].[OH2:8].N1[CH:14]=[CH:13][CH:12]=[CH:11][CH:10]=1, predict the reaction product. The product is: [C:1]([O:4][CH:5]1[CH2:6][CH:13]2[CH2:14][CH:10]1[CH:11]=[CH:12]2)(=[O:8])[CH3:2]. (4) Given the reactants [CH2:1]([O:8][C:9]1[CH:14]=[C:13]([F:15])[C:12]([F:16])=[CH:11][C:10]=1Br)[C:2]1[CH:7]=[CH:6][CH:5]=[CH:4][CH:3]=1.P([O-])([O-])([O-])=O.[K+].[K+].[K+].O1CCO[CH2:28][CH2:27]1.C(B1OC(C)(C)C(C)(C)O1)=C, predict the reaction product. The product is: [CH2:1]([O:8][C:9]1[CH:14]=[C:13]([F:15])[C:12]([F:16])=[CH:11][C:10]=1[CH:27]=[CH2:28])[C:2]1[CH:7]=[CH:6][CH:5]=[CH:4][CH:3]=1. (5) Given the reactants [NH2:1][C:2]1[C:11]2[N:12]=[C:13]([CH2:15][CH3:16])[S:14][C:10]=2[C:9]2[CH:8]=[CH:7][C:6]([OH:17])=[CH:5][C:4]=2[N:3]=1.Cl[C:19]1[CH:28]=[CH:27][C:22]([C:23]([O:25][CH3:26])=[O:24])=[CH:21][N:20]=1.C(=O)([O-])[O-].[Cs+].[Cs+], predict the reaction product. The product is: [NH2:1][C:2]1[C:11]2[N:12]=[C:13]([CH2:15][CH3:16])[S:14][C:10]=2[C:9]2[CH:8]=[CH:7][C:6]([O:17][C:19]3[CH:28]=[CH:27][C:22]([C:23]([O:25][CH3:26])=[O:24])=[CH:21][N:20]=3)=[CH:5][C:4]=2[N:3]=1. (6) Given the reactants [NH2:1][C:2]1[CH:3]=[C:4]([C:8]2[N:13]3[N:14]=[CH:15][C:16]([C:17]([C:19]4[O:20][CH:21]=[CH:22][CH:23]=4)=[O:18])=[C:12]3[N:11]=[CH:10][CH:9]=2)[CH:5]=[CH:6][CH:7]=1.[CH:24]([N:27]=[C:28]=[O:29])([CH3:26])[CH3:25], predict the reaction product. The product is: [O:20]1[CH:21]=[CH:22][CH:23]=[C:19]1[C:17]([C:16]1[CH:15]=[N:14][N:13]2[C:8]([C:4]3[CH:3]=[C:2]([NH:1][C:28]([NH:27][CH:24]([CH3:26])[CH3:25])=[O:29])[CH:7]=[CH:6][CH:5]=3)=[CH:9][CH:10]=[N:11][C:12]=12)=[O:18].